The task is: Predict the reaction yield, written as a fraction of the theoretical maximum amount of product (1.0 means a 100% yield; for example, 0.34 means a 34% yield).. This data is from Reaction yield outcomes from USPTO patents with 853,638 reactions. (1) The reactants are [NH:1]=[C:2]1[N:6]([CH:7]([CH3:13])[C:8]([O:10]CC)=[O:9])[C:5]2[CH:14]=[CH:15][CH:16]=[CH:17][C:4]=2[S:3]1.[CH2:18]([O:25][C:26]1[CH:34]=[CH:33][C:29]([C:30](O)=[O:31])=[CH:28][CH:27]=1)[C:19]1[CH:24]=[CH:23][CH:22]=[CH:21][CH:20]=1.N=C1N(C(CC)C(OCC)=O)C2C=CC=CC=2S1.FC1C=C(N)C(=CC=1)C(O)=O. No catalyst specified. The product is [CH2:18]([O:25][C:26]1[CH:27]=[CH:28][C:29]([C:30]([N:1]=[C:2]2[N:6]([CH:7]([CH3:13])[C:8]([OH:10])=[O:9])[C:5]3[CH:14]=[CH:15][CH:16]=[CH:17][C:4]=3[S:3]2)=[O:31])=[CH:33][CH:34]=1)[C:19]1[CH:20]=[CH:21][CH:22]=[CH:23][CH:24]=1. The yield is 0.680. (2) The yield is 0.970. The product is [I:10][C:8]1[CH:7]=[CH:6][C:5]([O:11][CH:12]([CH3:14])[CH3:13])=[C:4]([CH:9]=1)[C:3]([OH:15])=[O:2]. The catalyst is CO.O. The reactants are C[O:2][C:3](=[O:15])[C:4]1[CH:9]=[C:8]([I:10])[CH:7]=[CH:6][C:5]=1[O:11][CH:12]([CH3:14])[CH3:13].[OH-].[K+].Cl. (3) The reactants are ClC(Cl)(Cl)[C:3]([C:5]1[N:14]2[C:8]([CH2:9][N:10]([C:19]([C:21]3[CH:26]=[CH:25][C:24]([C:27]4[CH:32]=[CH:31][CH:30]=[CH:29][C:28]=4[CH3:33])=[C:23]([O:34][CH3:35])[CH:22]=3)=[O:20])[C:11]3[CH:18]=[CH:17][CH:16]=[CH:15][C:12]=3[CH2:13]2)=[CH:7][CH:6]=1)=[O:4].[CH3:38][C:39]1[CH:40]=[C:41]([CH:44]=[CH:45][CH:46]=1)[CH2:42][NH2:43]. No catalyst specified. The product is [CH3:35][O:34][C:23]1[CH:22]=[C:21]([C:19]([N:10]2[C:11]3[CH:18]=[CH:17][CH:16]=[CH:15][C:12]=3[CH2:13][N:14]3[C:5]([C:3]([NH:43][CH2:42][C:41]4[CH:44]=[CH:45][CH:46]=[C:39]([CH3:38])[CH:40]=4)=[O:4])=[CH:6][CH:7]=[C:8]3[CH2:9]2)=[O:20])[CH:26]=[CH:25][C:24]=1[C:27]1[CH:32]=[CH:31][CH:30]=[CH:29][C:28]=1[CH3:33]. The yield is 0.780. (4) The yield is 0.800. The reactants are C[O:2][C:3]1[CH:8]=[CH:7][C:6]([C:9]2[S:13][C:12]([C:14]3[CH:19]=[CH:18][CH:17]=[C:16]([O:20]C)[CH:15]=3)=[N:11][CH:10]=2)=[CH:5][CH:4]=1. The product is [OH:2][C:3]1[CH:4]=[CH:5][C:6]([C:9]2[S:13][C:12]([C:14]3[CH:15]=[C:16]([OH:20])[CH:17]=[CH:18][CH:19]=3)=[N:11][CH:10]=2)=[CH:7][CH:8]=1. The catalyst is CCCCCC.C(OCC)(=O)C. (5) The reactants are [N:1]([CH2:4][C@H:5]1[O:13][C@H:12]2[C@H:8]([N:9]=[C:10]([NH:14][CH2:15][CH3:16])[S:11]2)[C@@H:7]([OH:17])[C@@H:6]1[OH:18])=[N+:2]=[N-:3].C(O)C.CC(O)(C)C.[C:27]1([C:33]([OH:37])([C:35]#[CH:36])[CH3:34])[CH:32]=[CH:31][CH:30]=[CH:29][CH:28]=1. The catalyst is O.[Cu]. The product is [CH2:15]([NH:14][C:10]1[S:11][CH:12]2[O:13][CH:5]([CH2:4][N:1]3[CH:36]=[C:35]([C:33]([OH:37])([C:27]4[CH:32]=[CH:31][CH:30]=[CH:29][CH:28]=4)[CH3:34])[N:3]=[N:2]3)[CH:6]([OH:18])[CH:7]([OH:17])[CH:8]2[N:9]=1)[CH3:16]. The yield is 0.210. (6) The reactants are [OH:1][C:2]1[CH:3]=[C:4]2[C:9](=[CH:10][CH:11]=1)[CH2:8][CH:7]([C:12]([O:14][CH3:15])=[O:13])[CH2:6][CH2:5]2.[C:16]1(B(O)O)[CH:21]=[CH:20][CH:19]=[CH:18][CH:17]=1.CCN(CC)CC. The catalyst is C(Cl)Cl.CCOC(C)=O.CC([O-])=O.CC([O-])=O.[Cu+2]. The product is [O:1]([C:2]1[CH:3]=[C:4]2[C:9](=[CH:10][CH:11]=1)[CH2:8][CH:7]([C:12]([O:14][CH3:15])=[O:13])[CH2:6][CH2:5]2)[C:16]1[CH:21]=[CH:20][CH:19]=[CH:18][CH:17]=1. The yield is 0.590.